From a dataset of Forward reaction prediction with 1.9M reactions from USPTO patents (1976-2016). Predict the product of the given reaction. (1) Given the reactants [C:1](=[O:41])(OC1C=CC([N+]([O-])=O)=CC=1)[O:2][CH:3]1[CH2:7][CH2:6][CH:5]([N:8]2[C:12]3[N:13]=[CH:14][N:15]=[C:16]([NH2:17])[C:11]=3[C:10]([C:18]3[CH:23]=[CH:22][C:21]([O:24][C:25]4[CH:30]=[CH:29][CH:28]=[CH:27][CH:26]=4)=[CH:20][CH:19]=3)=[CH:9]2)[CH2:4]1.[O:42]1[CH2:47][CH2:46][N:45]([CH2:48][CH2:49][NH2:50])[CH2:44][CH2:43]1, predict the reaction product. The product is: [O:42]1[CH2:47][CH2:46][N:45]([CH2:48][CH2:49][NH:50][C:1](=[O:41])[O:2][CH:3]2[CH2:7][CH2:6][CH:5]([N:8]3[C:12]4[N:13]=[CH:14][N:15]=[C:16]([NH2:17])[C:11]=4[C:10]([C:18]4[CH:19]=[CH:20][C:21]([O:24][C:25]5[CH:30]=[CH:29][CH:28]=[CH:27][CH:26]=5)=[CH:22][CH:23]=4)=[CH:9]3)[CH2:4]2)[CH2:44][CH2:43]1. (2) The product is: [Cl:1][C:2]1[CH:3]=[C:4]([NH:9][C:10]2[N:15]=[C:14]([N:16]3[CH2:21][CH2:20][O:19][CH2:18][CH2:17]3)[C:13]([C:22]3[CH:27]=[CH:26][N:25]=[C:24]([C:28]([OH:30])=[O:29])[CH:23]=3)=[CH:12][N:11]=2)[CH:5]=[CH:6][C:7]=1[F:8]. Given the reactants [Cl:1][C:2]1[CH:3]=[C:4]([NH:9][C:10]2[N:15]=[C:14]([N:16]3[CH2:21][CH2:20][O:19][CH2:18][CH2:17]3)[C:13]([C:22]3[CH:27]=[CH:26][N:25]=[C:24]([C:28]([O:30]C)=[O:29])[CH:23]=3)=[CH:12][N:11]=2)[CH:5]=[CH:6][C:7]=1[F:8].[OH-].[Na+].Cl, predict the reaction product. (3) Given the reactants [Cl:1][C:2]1[CH:7]=[CH:6][C:5]([C@H:8]2[N:15]3[C:11]([S:12][C:13]([C:19]([N:21]4[C@H:28]([CH2:29][N:30]([CH3:32])[CH3:31])[CH2:27][CH2:26][C@H:22]4[C:23]([OH:25])=O)=[O:20])=[C:14]3[CH:16]([CH3:18])[CH3:17])=[N:10][C@:9]2([C:34]2[CH:39]=[CH:38][C:37]([Cl:40])=[CH:36][CH:35]=2)[CH3:33])=[CH:4][CH:3]=1.[CH3:41][NH:42][CH3:43], predict the reaction product. The product is: [Cl:1][C:2]1[CH:3]=[CH:4][C:5]([C@H:8]2[N:15]3[C:11]([S:12][C:13]([C:19]([N:21]4[C@H:28]([CH2:29][N:30]([CH3:31])[CH3:32])[CH2:27][CH2:26][C@H:22]4[C:23]([N:42]([CH3:43])[CH3:41])=[O:25])=[O:20])=[C:14]3[CH:16]([CH3:18])[CH3:17])=[N:10][C@:9]2([C:34]2[CH:35]=[CH:36][C:37]([Cl:40])=[CH:38][CH:39]=2)[CH3:33])=[CH:6][CH:7]=1. (4) Given the reactants CCN(C(C)C)C(C)C.[F:10][C:11]1[CH:19]=[CH:18][C:17]([F:20])=[CH:16][C:12]=1[C:13]([OH:15])=O.C1C=CC2N(O)N=NC=2C=1.CCN=C=NCCCN(C)C.Cl.[O:43]=[C:44]([N:61]1[CH2:66][CH2:65][NH:64][CH2:63][CH2:62]1)[CH2:45][NH:46][C:47]([C:49]1[CH:54]=[CH:53][C:52]([C:55]2[CH:60]=[CH:59][CH:58]=[CH:57][CH:56]=2)=[CH:51][CH:50]=1)=[O:48], predict the reaction product. The product is: [F:10][C:11]1[CH:19]=[CH:18][C:17]([F:20])=[CH:16][C:12]=1[C:13]([N:64]1[CH2:63][CH2:62][N:61]([C:44](=[O:43])[CH2:45][NH:46][C:47]([C:49]2[CH:54]=[CH:53][C:52]([C:55]3[CH:60]=[CH:59][CH:58]=[CH:57][CH:56]=3)=[CH:51][CH:50]=2)=[O:48])[CH2:66][CH2:65]1)=[O:15]. (5) Given the reactants [Br:1][C:2]1[CH:3]=[C:4]([CH2:8][CH2:9][CH2:10][OH:11])[CH:5]=[CH:6][CH:7]=1.C1(C)C=CC(S(O)(=O)=O)=CC=1.[O:23]1[CH:28]=[CH:27][CH2:26][CH2:25][CH2:24]1, predict the reaction product. The product is: [Br:1][C:2]1[CH:3]=[C:4]([CH2:8][CH2:9][CH2:10][O:11][CH:24]2[CH2:25][CH2:26][CH2:27][CH2:28][O:23]2)[CH:5]=[CH:6][CH:7]=1.